This data is from Peptide-MHC class I binding affinity with 185,985 pairs from IEDB/IMGT. The task is: Regression. Given a peptide amino acid sequence and an MHC pseudo amino acid sequence, predict their binding affinity value. This is MHC class I binding data. (1) The peptide sequence is LSARNKLFK. The MHC is HLA-A03:01 with pseudo-sequence HLA-A03:01. The binding affinity (normalized) is 0.927. (2) The peptide sequence is ISYCRAFIY. The MHC is HLA-A11:01 with pseudo-sequence HLA-A11:01. The binding affinity (normalized) is 1.00. (3) The peptide sequence is MPVTAASAA. The MHC is HLA-B07:02 with pseudo-sequence HLA-B07:02. The binding affinity (normalized) is 0.547. (4) The binding affinity (normalized) is 0.965. The peptide sequence is YYYNFSEDL. The MHC is HLA-A24:03 with pseudo-sequence HLA-A24:03. (5) The peptide sequence is HPVGEADYF. The MHC is HLA-A30:02 with pseudo-sequence HLA-A30:02. The binding affinity (normalized) is 0. (6) The peptide sequence is VVRVRRELL. The MHC is HLA-B51:01 with pseudo-sequence HLA-B51:01. The binding affinity (normalized) is 0.0847. (7) The peptide sequence is RVSENTGMGM. The MHC is HLA-A02:03 with pseudo-sequence HLA-A02:03. The binding affinity (normalized) is 0.585. (8) The peptide sequence is IQRRGAQFQ. The MHC is HLA-B15:01 with pseudo-sequence HLA-B15:01. The binding affinity (normalized) is 0.255.